This data is from Forward reaction prediction with 1.9M reactions from USPTO patents (1976-2016). The task is: Predict the product of the given reaction. (1) Given the reactants Br[CH2:2][C:3](=[O:9])[C:4]([O:6][CH2:7][CH3:8])=[O:5].[SH-:10].[Na+], predict the reaction product. The product is: [OH:9][C:3]1([C:4]([O:6][CH2:7][CH3:8])=[O:5])[CH2:2][S:10][C:3]([OH:9])([C:4]([O:6][CH2:7][CH3:8])=[O:5])[CH2:2][S:10]1. (2) Given the reactants C([O:5][C:6](=[O:45])[C:7]1[CH:12]=[CH:11][CH:10]=[C:9]([CH2:13][CH:14]([N:28]([C:30](=[O:42])[CH2:31][CH:32]2[CH2:37][CH2:36][CH:35]([CH2:38][N:39]([CH3:41])[CH3:40])[CH2:34][CH2:33]2)[CH3:29])[B:15]2[O:23]C3C(C)(C4CC(C3)C4(C)C)[O:16]2)[C:8]=1OC)(C)(C)C.B(Cl)(Cl)Cl, predict the reaction product. The product is: [CH3:40][N:39]([CH2:38][C@H:35]1[CH2:36][CH2:37][C@H:32]([CH2:31][C:30]([N:28]([C@H:14]2[CH2:13][C:9]3[CH:10]=[CH:11][CH:12]=[C:7]([C:6]([OH:5])=[O:45])[C:8]=3[O:16][B:15]2[OH:23])[CH3:29])=[O:42])[CH2:33][CH2:34]1)[CH3:41]. (3) The product is: [CH3:37][O:36][C:30]1[CH:29]=[C:28]([NH:27][C:25]([NH:24][C@H:8]([CH2:7][OH:6])[CH2:9][CH2:10][N:11]2[CH2:12][CH:13]([C:15](=[O:23])[C:16]3[CH:17]=[CH:18][C:19]([F:22])=[CH:20][CH:21]=3)[CH2:14]2)=[O:26])[CH:33]=[C:32]([O:34][CH3:35])[CH:31]=1. Given the reactants C([SiH2][O:6][C:7](C1C=CC=CC=1)(C1C=CC=CC=1)[C@@H:8]([NH:24][C:25]([NH:27][C:28]1[CH:33]=[C:32]([O:34][CH3:35])[CH:31]=[C:30]([O:36][CH3:37])[CH:29]=1)=[O:26])[CH2:9][CH2:10][N:11]1[CH2:14][CH:13]([C:15](=[O:23])[C:16]2[CH:21]=[CH:20][C:19]([F:22])=[CH:18][CH:17]=2)[CH2:12]1)(C)(C)C.[F-].C([N+](CCCC)(CCCC)CCCC)CCC, predict the reaction product. (4) Given the reactants S(O[CH2:12][CH2:13][CH2:14][CH:15]1[CH2:20][CH2:19][N:18]([C:21]2[CH:26]=[CH:25][C:24]([N+:27]([O-:29])=[O:28])=[CH:23][CH:22]=2)[CH2:17][CH2:16]1)(C1C=CC(C)=CC=1)(=O)=O.C(=O)([O-])[O-].[K+].[K+].[NH:36]1[CH:40]=[N:39][CH:38]=[N:37]1.C(OCC)(=O)C, predict the reaction product. The product is: [N:36]1([CH2:12][CH2:13][CH2:14][CH:15]2[CH2:16][CH2:17][N:18]([C:21]3[CH:22]=[CH:23][C:24]([N+:27]([O-:29])=[O:28])=[CH:25][CH:26]=3)[CH2:19][CH2:20]2)[CH:40]=[N:39][CH:38]=[N:37]1. (5) Given the reactants C([O:3][C:4]([C:6]1[C:13]2[C:12]([CH3:15])([CH3:14])[O:11][C:10]([CH3:17])([CH3:16])[C:9]=2[S:8][C:7]=1[NH:18][C:19](=[O:21])[CH3:20])=[O:5])C.O, predict the reaction product. The product is: [C:19]([NH:18][C:7]1[S:8][C:9]2[C:10]([CH3:16])([CH3:17])[O:11][C:12]([CH3:14])([CH3:15])[C:13]=2[C:6]=1[C:4]([OH:5])=[O:3])(=[O:21])[CH3:20]. (6) Given the reactants [I:1]N1C(=O)CCC1=O.[CH2:9]([O:16][C:17]1[C:18]2[N:19]([CH:23]=[CH:24][N:25]=2)[CH:20]=[CH:21][CH:22]=1)[C:10]1[CH:15]=[CH:14][CH:13]=[CH:12][CH:11]=1, predict the reaction product. The product is: [CH2:9]([O:16][C:17]1[C:18]2[N:19]([C:23]([I:1])=[CH:24][N:25]=2)[CH:20]=[CH:21][CH:22]=1)[C:10]1[CH:11]=[CH:12][CH:13]=[CH:14][CH:15]=1. (7) Given the reactants [CH2:1]([Zn]CC)C.C(O)(C(F)(F)F)=O.ICI.[Br:16][C:17]1[CH:22]=[C:21]([CH:23]=[CH2:24])[CH:20]=[C:19]([Br:25])[CH:18]=1, predict the reaction product. The product is: [Br:16][C:17]1[CH:22]=[C:21]([CH:23]2[CH2:1][CH2:24]2)[CH:20]=[C:19]([Br:25])[CH:18]=1. (8) Given the reactants [F:1][C:2]1[CH:7]=[CH:6][CH:5]=[C:4]([F:8])[C:3]=1[NH:9][C:10]([C:12]1[CH:16]=[CH:15][NH:14][N:13]=1)=[O:11].Br[CH2:18][C:19]1[CH:24]=[CH:23][CH:22]=[CH:21][C:20]=1[I:25].C(=O)([O-])[O-].[K+].[K+].CN(C=O)C, predict the reaction product. The product is: [F:1][C:2]1[CH:7]=[CH:6][CH:5]=[C:4]([F:8])[C:3]=1[NH:9][C:10]([C:12]1[CH:16]=[CH:15][N:14]([CH2:18][C:19]2[CH:24]=[CH:23][CH:22]=[CH:21][C:20]=2[I:25])[N:13]=1)=[O:11].